From a dataset of Full USPTO retrosynthesis dataset with 1.9M reactions from patents (1976-2016). Predict the reactants needed to synthesize the given product. (1) Given the product [CH3:1][N:2]1[CH:6]=[C:5]([C:7]2[CH:8]=[CH:9][C:10]3[N:11]([C:13]([S:16][C:17]4[CH:26]=[CH:25][C:20]5[N:21]=[C:22]([NH:24][C:30]([CH:27]6[CH2:29][CH2:28]6)=[O:31])[S:23][C:19]=5[CH:18]=4)=[N:14][N:15]=3)[CH:12]=2)[CH:4]=[N:3]1, predict the reactants needed to synthesize it. The reactants are: [CH3:1][N:2]1[CH:6]=[C:5]([C:7]2[CH:8]=[CH:9][C:10]3[N:11]([C:13]([S:16][C:17]4[CH:26]=[CH:25][C:20]5[N:21]=[C:22]([NH2:24])[S:23][C:19]=5[CH:18]=4)=[N:14][N:15]=3)[CH:12]=2)[CH:4]=[N:3]1.[CH:27]1([C:30](Cl)=[O:31])[CH2:29][CH2:28]1. (2) Given the product [ClH:35].[ClH:35].[ClH:35].[CH3:34][N:2]([CH3:1])[C:3]1[CH:33]=[CH:32][CH:31]=[CH:30][C:4]=1[CH2:5][N:6]1[CH2:10][CH2:9][C@@H:8]([NH:11][C:12]2[N:13]=[CH:14][C:15](/[CH:18]=[CH:19]/[C:20]([NH:22][OH:23])=[O:21])=[N:16][CH:17]=2)[CH2:7]1, predict the reactants needed to synthesize it. The reactants are: [CH3:1][N:2]([CH3:34])[C:3]1[CH:33]=[CH:32][CH:31]=[CH:30][C:4]=1[CH2:5][N:6]1[CH2:10][CH2:9][C@@H:8]([NH:11][C:12]2[N:13]=[CH:14][C:15](/[CH:18]=[CH:19]/[C:20]([NH:22][O:23]C3CCCCO3)=[O:21])=[N:16][CH:17]=2)[CH2:7]1.[ClH:35]. (3) Given the product [F:1][C:2]([F:15])([F:14])[O:3][C:4]1[CH:5]=[C:6]2[C:10](=[CH:11][CH:12]=1)[C:9](=[O:13])[NH:16][CH2:8][CH2:7]2, predict the reactants needed to synthesize it. The reactants are: [F:1][C:2]([F:15])([F:14])[O:3][C:4]1[CH:5]=[C:6]2[C:10](=[CH:11][CH:12]=1)[C:9](=[O:13])[CH2:8][CH2:7]2.[N-:16]=[N+]=[N-].[Na+]. (4) Given the product [CH3:26][O:27][C:28]1[CH:33]=[CH:32][C:31]([C:11]2[N:10]=[CH:9][N:8]([CH3:2])[C:12]=2[C:13]2[S:25][C:16]3[N:17]=[CH:18][N:19]=[C:20]([S:21]([CH3:24])(=[O:22])=[O:23])[C:15]=3[CH:14]=2)=[CH:30][CH:29]=1, predict the reactants needed to synthesize it. The reactants are: C[C:2]1([N:8]2[C:12]([C:13]3[S:25][C:16]4[N:17]=[CH:18][N:19]=[C:20]([S:21]([CH3:24])(=[O:23])=[O:22])[C:15]=4[CH:14]=3)=[CH:11][N:10]=[CH:9]2)C=CC=CC1.[CH3:26][O:27][C:28]1[CH:33]=[CH:32][C:31](C2N=CN(C)C=2C2SC3N=CN=C(SC)C=3C=2)=[CH:30][CH:29]=1. (5) Given the product [C:1]([C:3]1[CH:4]=[CH:5][C:6]2[N:12]3[C:13]([C:16]([F:19])([F:18])[F:17])=[N:14][N:15]=[C:11]3[C@@H:10]([CH2:20][C:21]([OH:23])=[O:22])[O:9][C@H:8]([C:26]3[CH:31]=[CH:30][CH:29]=[C:28]([O:32][CH3:33])[C:27]=3[O:34][CH3:35])[C:7]=2[CH:36]=1)#[N:2], predict the reactants needed to synthesize it. The reactants are: [C:1]([C:3]1[CH:4]=[CH:5][C:6]2[N:12]3[C:13]([C:16]([F:19])([F:18])[F:17])=[N:14][N:15]=[C:11]3[C@H:10]([CH2:20][C:21]([O:23]CC)=[O:22])[O:9][C@@H:8]([C:26]3[CH:31]=[CH:30][CH:29]=[C:28]([O:32][CH3:33])[C:27]=3[O:34][CH3:35])[C:7]=2[CH:36]=1)#[N:2].Cl. (6) Given the product [Si:1]([O:8][CH2:9][C@@H:10]1[C@H:14]2[O:15][C:16]([CH3:18])([CH3:19])[O:17][C@H:13]2[C@H:12]([N:20]([CH3:30])[C:21]2[CH:26]=[C:25]([Cl:27])[N:24]=[CH:23][N:22]=2)[CH2:11]1)([C:4]([CH3:5])([CH3:6])[CH3:7])([CH3:2])[CH3:3], predict the reactants needed to synthesize it. The reactants are: [Si:1]([O:8][CH2:9][C@@H:10]1[C@H:14]2[O:15][C:16]([CH3:19])([CH3:18])[O:17][C@H:13]2[C@H:12]([NH:20][C:21]2[CH:26]=[C:25]([Cl:27])[N:24]=[CH:23][N:22]=2)[CH2:11]1)([C:4]([CH3:7])([CH3:6])[CH3:5])([CH3:3])[CH3:2].[H-].[Na+].[CH3:30]I. (7) Given the product [CH3:1][O:2][C:3](=[O:18])[C@@H:4]([N:13]1[CH:17]=[CH:16][CH:15]=[C:14]1[C:30](=[O:34])[CH2:31][CH2:32][CH3:33])[CH2:5][C:6]1[CH:11]=[CH:10][C:9]([O:12][C:26](=[O:28])[CH3:27])=[CH:8][CH:7]=1, predict the reactants needed to synthesize it. The reactants are: [CH3:1][O:2][C:3](=[O:18])[C@@H:4]([N:13]1[CH:17]=[CH:16][CH:15]=[CH:14]1)[CH2:5][C:6]1[CH:11]=[CH:10][C:9]([OH:12])=[CH:8][CH:7]=1.C(N(CC)CC)C.[C:26](Cl)(=[O:28])[CH3:27].[C:30](Cl)(=[O:34])[CH2:31][CH2:32][CH3:33].OS(C(F)(F)F)(=O)=O.[NH4+].[Cl-]. (8) Given the product [Cl:49][CH2:24][C:25]1[CH:33]=[CH:32][C:28]([C:29]([NH:1][C:2]2[CH:3]=[CH:4][C:5]([CH3:22])=[C:6]([C:8]3[CH:9]=[C:10]([N:16]4[CH2:17][CH2:18][O:19][CH2:20][CH2:21]4)[C:11](=[O:15])[N:12]([CH3:14])[CH:13]=3)[CH:7]=2)=[O:30])=[CH:27][C:26]=1[C:34]([F:37])([F:36])[F:35], predict the reactants needed to synthesize it. The reactants are: [NH2:1][C:2]1[CH:3]=[CH:4][C:5]([CH3:22])=[C:6]([C:8]2[CH:9]=[C:10]([N:16]3[CH2:21][CH2:20][O:19][CH2:18][CH2:17]3)[C:11](=[O:15])[N:12]([CH3:14])[CH:13]=2)[CH:7]=1.Br[CH2:24][C:25]1[CH:33]=[CH:32][C:28]([C:29](O)=[O:30])=[CH:27][C:26]=1[C:34]([F:37])([F:36])[F:35].CCN=C=NCCCN(C)C.[ClH:49]. (9) The reactants are: CO[C:3](=O)[CH2:4][CH2:5][CH:6]([NH:13][C:14]([O:16]CC1C=CC=CC=1)=O)[C:7]1[CH:12]=[CH:11][CH:10]=[CH:9][CH:8]=1. Given the product [C:7]1([CH:6]2[NH:13][C:14](=[O:16])[CH2:3][CH2:4][CH2:5]2)[CH:12]=[CH:11][CH:10]=[CH:9][CH:8]=1, predict the reactants needed to synthesize it. (10) Given the product [OH:25][C@H:24]([C:26]1[CH:27]=[CH:28][C:29]([OH:39])=[C:30]([NH:32][S:33]([CH:36]([CH3:38])[CH3:37])(=[O:35])=[O:34])[CH:31]=1)[CH2:23][NH:22][CH:2]1[CH2:7][CH2:6][N:5]([C:8]2[CH:13]=[CH:12][C:11]([NH:14][S:15]([CH2:18][CH2:19][CH2:20][CH3:21])(=[O:17])=[O:16])=[CH:10][CH:9]=2)[CH2:4][CH2:3]1, predict the reactants needed to synthesize it. The reactants are: O=[C:2]1[CH2:7][CH2:6][N:5]([C:8]2[CH:13]=[CH:12][C:11]([NH:14][S:15]([CH2:18][CH2:19][CH2:20][CH3:21])(=[O:17])=[O:16])=[CH:10][CH:9]=2)[CH2:4][CH2:3]1.[NH2:22][CH2:23][C@@H:24]([C:26]1[CH:27]=[CH:28][C:29]([OH:39])=[C:30]([NH:32][S:33]([CH:36]([CH3:38])[CH3:37])(=[O:35])=[O:34])[CH:31]=1)[OH:25].